From a dataset of CYP1A2 inhibition data for predicting drug metabolism from PubChem BioAssay. Regression/Classification. Given a drug SMILES string, predict its absorption, distribution, metabolism, or excretion properties. Task type varies by dataset: regression for continuous measurements (e.g., permeability, clearance, half-life) or binary classification for categorical outcomes (e.g., BBB penetration, CYP inhibition). Dataset: cyp1a2_veith. (1) The molecule is CCc1ccc(-c2ccc(C(=O)C(F)(F)F)[nH]2)cc1. The result is 1 (inhibitor). (2) The compound is CCCc1nnc(NC(=O)CCC(=O)N2CCN(c3ccccn3)CC2)s1. The result is 0 (non-inhibitor).